Dataset: Forward reaction prediction with 1.9M reactions from USPTO patents (1976-2016). Task: Predict the product of the given reaction. (1) Given the reactants [C:1](=[N:9][OH:10])([NH2:8])[C:2]1[CH:7]=[CH:6][CH:5]=[CH:4][CH:3]=1.[OH-].C([N+](CCCC)(CCCC)CCCC)CCC.[OH-].[Na+].[S:31]1[CH:35]=[CH:34][CH:33]=[C:32]1[C:36](Cl)=O, predict the reaction product. The product is: [C:2]1([C:1]2[N:8]=[C:36]([C:32]3[S:31][CH:35]=[CH:34][CH:33]=3)[O:10][N:9]=2)[CH:7]=[CH:6][CH:5]=[CH:4][CH:3]=1. (2) Given the reactants [CH2:1]([O:8][CH2:9][CH2:10][CH2:11][O:12][C:13]1[C:18]([F:19])=[CH:17][CH:16]=[C:15]([CH:20]=[O:21])[C:14]=1OS(C(F)(F)F)(=O)=O)[C:2]1[CH:7]=[CH:6][CH:5]=[CH:4][CH:3]=1.[B:30]1([B:30]2[O:34][C:33]([CH3:36])([CH3:35])[C:32]([CH3:38])([CH3:37])[O:31]2)[O:34][C:33]([CH3:36])([CH3:35])[C:32]([CH3:38])([CH3:37])[O:31]1.CC([O-])=O.[K+], predict the reaction product. The product is: [CH2:1]([O:8][CH2:9][CH2:10][CH2:11][O:12][C:13]1[C:14]([B:30]2[O:34][C:33]([CH3:36])([CH3:35])[C:32]([CH3:38])([CH3:37])[O:31]2)=[C:15]([CH:16]=[CH:17][C:18]=1[F:19])[CH:20]=[O:21])[C:2]1[CH:7]=[CH:6][CH:5]=[CH:4][CH:3]=1. (3) Given the reactants [C:1]([C:5]1[NH:13][C:12]2[C:7](=[N:8][C:9](Cl)=[CH:10][CH:11]=2)[CH:6]=1)([CH3:4])([CH3:3])[CH3:2].[NH3:15], predict the reaction product. The product is: [C:1]([C:5]1[NH:13][C:12]2[C:7](=[N:8][C:9]([NH2:15])=[CH:10][CH:11]=2)[CH:6]=1)([CH3:4])([CH3:3])[CH3:2]. (4) Given the reactants [Si:1]([O:18][CH2:19][C:20]1[C:25]([N:26]2[CH2:31][C@H:30]([CH3:32])[O:29][C@H:28]([CH3:33])[CH2:27]2)=[C:24]([F:34])[C:23]([F:35])=[CH:22][CH:21]=1)([C:14]([CH3:17])([CH3:16])[CH3:15])([C:8]1[CH:13]=[CH:12][CH:11]=[CH:10][CH:9]=1)[C:2]1[CH:7]=[CH:6][CH:5]=[CH:4][CH:3]=1.[F:36][C:37]1[CH:48]=[CH:47][CH:46]=[CH:45][C:38]=1[C:39](N(OC)C)=[O:40], predict the reaction product. The product is: [Si:1]([O:18][CH2:19][C:20]1[C:25]([N:26]2[CH2:31][C@H:30]([CH3:32])[O:29][C@H:28]([CH3:33])[CH2:27]2)=[C:24]([F:34])[C:23]([F:35])=[C:22]([C:39]([C:38]2[CH:45]=[CH:46][CH:47]=[CH:48][C:37]=2[F:36])=[O:40])[CH:21]=1)([C:14]([CH3:16])([CH3:17])[CH3:15])([C:2]1[CH:7]=[CH:6][CH:5]=[CH:4][CH:3]=1)[C:8]1[CH:13]=[CH:12][CH:11]=[CH:10][CH:9]=1. (5) Given the reactants [O:1]1[CH2:6][CH2:5][N:4]([C:7]2[CH:15]=[CH:14][C:10]([C:11]([OH:13])=O)=[CH:9][N:8]=2)[CH2:3][CH2:2]1.F[P-](F)(F)(F)(F)F.Br[P+](N1CCCC1)(N1CCCC1)N1CCCC1.C(N(CC)CC)C.[NH2:47][CH2:48][C:49]1[C:58](=[O:59])[C:57]2[C:52](=[CH:53][C:54]([Cl:60])=[CH:55][CH:56]=2)[N:51]([C:61]2[CH:66]=[CH:65][CH:64]=[CH:63][CH:62]=2)[C:50]=1[C:67]([N:69]([CH3:71])[CH3:70])=[O:68], predict the reaction product. The product is: [CH3:70][N:69]([CH3:71])[C:67]([C:50]1[N:51]([C:61]2[CH:66]=[CH:65][CH:64]=[CH:63][CH:62]=2)[C:52]2[C:57]([C:58](=[O:59])[C:49]=1[CH2:48][NH:47][C:11]([C:10]1[CH:9]=[N:8][C:7]([N:4]3[CH2:3][CH2:2][O:1][CH2:6][CH2:5]3)=[CH:15][CH:14]=1)=[O:13])=[CH:56][CH:55]=[C:54]([Cl:60])[CH:53]=2)=[O:68].